From a dataset of Peptide-MHC class I binding affinity with 185,985 pairs from IEDB/IMGT. Regression. Given a peptide amino acid sequence and an MHC pseudo amino acid sequence, predict their binding affinity value. This is MHC class I binding data. The peptide sequence is AYIDNYNKP. The MHC is Patr-A0701 with pseudo-sequence Patr-A0701. The binding affinity (normalized) is 0.